This data is from Full USPTO retrosynthesis dataset with 1.9M reactions from patents (1976-2016). The task is: Predict the reactants needed to synthesize the given product. (1) Given the product [Br:1][C:2]1[CH:3]=[C:4]2[C:9](=[CH:10][CH:11]=1)[C:8]([CH2:12][N:13]1[C:19](=[O:20])[C@@H:18]([NH:21][C:22](=[O:28])[C@@H:51]([N:50]([CH3:56])[C:43](=[O:44])[O:45][C:46]([CH3:48])([CH3:47])[CH3:49])[CH3:52])[C@H:17]([CH3:29])[N:16]([C:30](=[O:36])[CH2:31][S:32]([CH3:35])(=[O:33])=[O:34])[C:15]3[CH:37]=[CH:38][CH:39]=[CH:40][C:14]1=3)=[C:7]([O:41][CH3:42])[CH:6]=[CH:5]2, predict the reactants needed to synthesize it. The reactants are: [Br:1][C:2]1[CH:3]=[C:4]2[C:9](=[CH:10][CH:11]=1)[C:8]([CH2:12][N:13]1[C:19](=[O:20])[C@@H:18]([NH:21][C:22](=[O:28])OC(C)(C)C)[C@H:17]([CH3:29])[N:16]([C:30](=[O:36])[CH2:31][S:32]([CH3:35])(=[O:34])=[O:33])[C:15]3[CH:37]=[CH:38][CH:39]=[CH:40][C:14]1=3)=[C:7]([O:41][CH3:42])[CH:6]=[CH:5]2.[C:43]([N:50]([CH3:56])[C@H:51](C(O)=O)[CH3:52])([O:45][C:46]([CH3:49])([CH3:48])[CH3:47])=[O:44].C(N(CC)C(C)C)(C)C.CN(C(ON1N=NC2C=CC=CC1=2)=[N+](C)C)C.F[P-](F)(F)(F)(F)F. (2) Given the product [NH2:54][C:27](=[O:29])[CH2:26][C:21]1[CH:22]=[CH:23][CH:24]=[CH:25][C:20]=1[CH2:19][CH2:18][C:16]1[C:15]([C:31]([F:34])([F:32])[F:33])=[CH:14][N:13]=[C:12]([NH:11][C:9]2[CH:8]=[CH:7][C:6]([CH:35]3[CH2:36][CH2:37][N:38]([C:41]([O:43][C:44]([CH3:47])([CH3:45])[CH3:46])=[O:42])[CH2:39][CH2:40]3)=[C:5]([F:4])[CH:10]=2)[N:17]=1, predict the reactants needed to synthesize it. The reactants are: O[Li].O.[F:4][C:5]1[CH:10]=[C:9]([NH:11][C:12]2[N:17]=[C:16]([CH2:18][CH2:19][C:20]3[CH:25]=[CH:24][CH:23]=[CH:22][C:21]=3[CH2:26][C:27]([O:29]C)=O)[C:15]([C:31]([F:34])([F:33])[F:32])=[CH:14][N:13]=2)[CH:8]=[CH:7][C:6]=1[CH:35]1[CH2:40][CH2:39][N:38]([C:41]([O:43][C:44]([CH3:47])([CH3:46])[CH3:45])=[O:42])[CH2:37][CH2:36]1.C1C=CC2N(O)N=[N:54]C=2C=1.CCN=C=NCCCN(C)C.Cl.Cl.CCN(C(C)C)C(C)C.C(=O)([O-])[O-].[NH4+].[NH4+]. (3) Given the product [CH3:1][O:2][C:3]([C:5]1[C:6]2[CH:7]=[CH:8][N:9]([CH2:21][C:20]3[CH:23]=[CH:24][C:17]([N+:14]([O-:16])=[O:15])=[CH:18][CH:19]=3)[C:10]=2[CH:11]=[CH:12][CH:13]=1)=[O:4], predict the reactants needed to synthesize it. The reactants are: [CH3:1][O:2][C:3]([C:5]1[C:6]2[CH:7]=[CH:8][NH:9][C:10]=2[CH:11]=[CH:12][CH:13]=1)=[O:4].[N+:14]([C:17]1[CH:24]=[CH:23][C:20]([CH2:21]Br)=[CH:19][CH:18]=1)([O-:16])=[O:15]. (4) Given the product [C:1]([O:5][C:6]([N:8]1[CH2:13][CH2:12][CH:11]([O:14][C:15]2[CH:20]=[N:19][C:18]([C:28]3[CH:29]=[CH:30][C:25]([C:24]([F:35])([F:34])[F:23])=[CH:26][CH:27]=3)=[C:17]([Cl:22])[N:16]=2)[CH2:10][CH2:9]1)=[O:7])([CH3:4])([CH3:3])[CH3:2], predict the reactants needed to synthesize it. The reactants are: [C:1]([O:5][C:6]([N:8]1[CH2:13][CH2:12][CH:11]([O:14][C:15]2[CH:20]=[N:19][C:18](Br)=[C:17]([Cl:22])[N:16]=2)[CH2:10][CH2:9]1)=[O:7])([CH3:4])([CH3:3])[CH3:2].[F:23][C:24]([F:35])([F:34])[C:25]1[CH:30]=[CH:29][C:28](B(O)O)=[CH:27][CH:26]=1.C([O-])([O-])=O.[K+].[K+]. (5) Given the product [CH2:1]([S:3]([C:6]1[CH:11]=[CH:10][C:9]([O:12][C:13]([F:15])([F:14])[F:16])=[CH:8][C:7]=1[NH2:17])(=[O:4])=[O:5])[CH3:2], predict the reactants needed to synthesize it. The reactants are: [CH2:1]([S:3]([C:6]1[CH:11]=[CH:10][C:9]([O:12][C:13]([F:16])([F:15])[F:14])=[CH:8][C:7]=1[N+:17]([O-])=O)(=[O:5])=[O:4])[CH3:2].C(O)(=O)C.CO. (6) The reactants are: [Cl:1][C:2]1[C:7]([Cl:8])=[CH:6][CH:5]=[CH:4][C:3]=1/[CH:9]=[CH:10]/[C:11](O)=[O:12].C(N(CC)CC)C.ClC(OCC(C)C)=O.[BH4-].[Na+]. Given the product [Cl:1][C:2]1[C:7]([Cl:8])=[CH:6][CH:5]=[CH:4][C:3]=1/[CH:9]=[CH:10]/[CH2:11][OH:12], predict the reactants needed to synthesize it. (7) The reactants are: Cl[C:2]1[C:3]2[CH2:17][CH2:16][CH2:15][C:4]=2[N:5]=[C:6]([C:8]2[CH:13]=[CH:12][CH:11]=[C:10]([Cl:14])[CH:9]=2)[N:7]=1.[CH3:18][O:19][C:20](=[O:28])[C:21]1[CH:26]=[CH:25][C:24]([NH2:27])=[CH:23][CH:22]=1.C(=O)([O-])[O-].[Cs+].[Cs+].C1C=CC(P(C2C(C3C(P(C4C=CC=CC=4)C4C=CC=CC=4)=CC=C4C=3C=CC=C4)=C3C(C=CC=C3)=CC=2)C2C=CC=CC=2)=CC=1. Given the product [CH3:18][O:19][C:20](=[O:28])[C:21]1[CH:26]=[CH:25][C:24]([NH:27][C:2]2[C:3]3[CH2:17][CH2:16][CH2:15][C:4]=3[N:5]=[C:6]([C:8]3[CH:13]=[CH:12][CH:11]=[C:10]([Cl:14])[CH:9]=3)[N:7]=2)=[CH:23][CH:22]=1, predict the reactants needed to synthesize it. (8) The reactants are: [Cl:1][C:2]1[CH:3]=[C:4]([NH:9][C:10]2[C:11]3[CH2:18][C:17](=[O:19])[NH:16][C:12]=3[N:13]=[CH:14][N:15]=2)[CH:5]=[CH:6][C:7]=1[F:8].[CH3:20][C:21]1[CH:22]=[C:23]([CH:35]=O)[NH:24][C:25]=1[C:26]([N:28]1[CH2:33][CH2:32][N:31]([CH3:34])[CH2:30][CH2:29]1)=[O:27]. Given the product [Cl:1][C:2]1[CH:3]=[C:4]([NH:9][C:10]2[C:11]3[C:18](=[CH:35][C:23]4[NH:24][C:25]([C:26]([N:28]5[CH2:29][CH2:30][N:31]([CH3:34])[CH2:32][CH2:33]5)=[O:27])=[C:21]([CH3:20])[CH:22]=4)[C:17](=[O:19])[NH:16][C:12]=3[N:13]=[CH:14][N:15]=2)[CH:5]=[CH:6][C:7]=1[F:8], predict the reactants needed to synthesize it. (9) Given the product [F:4][C:3]([F:6])([F:5])[C:1]([OH:7])=[O:2].[N:8]1([C:17](=[O:31])/[CH:18]=[CH:19]/[C@@H:20]([NH2:23])[CH2:21][CH3:22])[C:16]2[C:11](=[CH:12][CH:13]=[CH:14][CH:15]=2)[CH2:10][CH2:9]1, predict the reactants needed to synthesize it. The reactants are: [C:1]([OH:7])([C:3]([F:6])([F:5])[F:4])=[O:2].[N:8]1([C:17](=[O:31])/[CH:18]=[CH:19]/[C@@H:20]([NH:23]C(=O)OC(C)(C)C)[CH2:21][CH3:22])[C:16]2[C:11](=[CH:12][CH:13]=[CH:14][CH:15]=2)[CH2:10][CH2:9]1.